Task: Regression. Given two drug SMILES strings and cell line genomic features, predict the synergy score measuring deviation from expected non-interaction effect.. Dataset: NCI-60 drug combinations with 297,098 pairs across 59 cell lines (1) Drug 1: C1=CC(=C2C(=C1NCCNCCO)C(=O)C3=C(C=CC(=C3C2=O)O)O)NCCNCCO. Drug 2: COC1=NC(=NC2=C1N=CN2C3C(C(C(O3)CO)O)O)N. Cell line: UACC-257. Synergy scores: CSS=3.94, Synergy_ZIP=0.805, Synergy_Bliss=1.53, Synergy_Loewe=-9.96, Synergy_HSA=-1.78. (2) Drug 1: CCCS(=O)(=O)NC1=C(C(=C(C=C1)F)C(=O)C2=CNC3=C2C=C(C=N3)C4=CC=C(C=C4)Cl)F. Drug 2: C1=C(C(=O)NC(=O)N1)F. Cell line: HOP-62. Synergy scores: CSS=33.8, Synergy_ZIP=1.11, Synergy_Bliss=0.395, Synergy_Loewe=-1.19, Synergy_HSA=-0.0117. (3) Drug 1: CC(C)NC(=O)C1=CC=C(C=C1)CNNC.Cl. Drug 2: CC12CCC3C(C1CCC2OP(=O)(O)O)CCC4=C3C=CC(=C4)OC(=O)N(CCCl)CCCl.[Na+]. Cell line: SN12C. Synergy scores: CSS=-0.974, Synergy_ZIP=-2.38, Synergy_Bliss=-4.13, Synergy_Loewe=-9.00, Synergy_HSA=-7.89. (4) Drug 1: CC1=C2C(C(=O)C3(C(CC4C(C3C(C(C2(C)C)(CC1OC(=O)C(C(C5=CC=CC=C5)NC(=O)OC(C)(C)C)O)O)OC(=O)C6=CC=CC=C6)(CO4)OC(=O)C)O)C)O. Drug 2: C1CNP(=O)(OC1)N(CCCl)CCCl. Cell line: NCI/ADR-RES. Synergy scores: CSS=0.111, Synergy_ZIP=-1.07, Synergy_Bliss=-2.25, Synergy_Loewe=-0.352, Synergy_HSA=-2.37. (5) Drug 1: CCC1(C2=C(COC1=O)C(=O)N3CC4=CC5=C(C=CC(=C5CN(C)C)O)N=C4C3=C2)O.Cl. Drug 2: CC12CCC3C(C1CCC2OP(=O)(O)O)CCC4=C3C=CC(=C4)OC(=O)N(CCCl)CCCl.[Na+]. Cell line: UACC62. Synergy scores: CSS=58.3, Synergy_ZIP=-2.28, Synergy_Bliss=-1.90, Synergy_Loewe=-43.3, Synergy_HSA=-1.09. (6) Drug 1: COC1=CC(=CC(=C1O)OC)C2C3C(COC3=O)C(C4=CC5=C(C=C24)OCO5)OC6C(C(C7C(O6)COC(O7)C8=CC=CS8)O)O. Drug 2: C1=NC2=C(N=C(N=C2N1C3C(C(C(O3)CO)O)O)F)N. Cell line: UACC62. Synergy scores: CSS=25.6, Synergy_ZIP=-10.4, Synergy_Bliss=-3.74, Synergy_Loewe=-16.4, Synergy_HSA=-2.80. (7) Drug 1: CNC(=O)C1=NC=CC(=C1)OC2=CC=C(C=C2)NC(=O)NC3=CC(=C(C=C3)Cl)C(F)(F)F. Drug 2: C1CN(P(=O)(OC1)NCCCl)CCCl. Cell line: 786-0. Synergy scores: CSS=1.40, Synergy_ZIP=-1.47, Synergy_Bliss=-1.02, Synergy_Loewe=-0.199, Synergy_HSA=0.0298.